From a dataset of Forward reaction prediction with 1.9M reactions from USPTO patents (1976-2016). Predict the product of the given reaction. (1) Given the reactants [CH2:1]([C:3]1[CH:8]=[CH:7][CH:6]=[C:5]([CH2:9][CH3:10])[C:4]=1[C:11]1[N:16]=[C:15]([CH3:17])[C:14]([CH:18]([C:20]2[C:29]3[C:24](=[CH:25][CH:26]=[CH:27][CH:28]=3)[CH2:23][CH2:22][CH:21]=2)[OH:19])=[C:13]([O:30][CH3:31])[CH:12]=1)[CH3:2], predict the reaction product. The product is: [CH2:9]([C:5]1[CH:6]=[CH:7][CH:8]=[C:3]([CH2:1][CH3:2])[C:4]=1[C:11]1[N:16]=[C:15]([CH3:17])[C:14]([CH:18]([CH:20]2[C:29]3[C:24](=[CH:25][CH:26]=[CH:27][CH:28]=3)[CH2:23][CH2:22][CH2:21]2)[OH:19])=[C:13]([O:30][CH3:31])[CH:12]=1)[CH3:10]. (2) Given the reactants C[O:2][C:3]1[C:4](=[CH:8][CH:9]=[CH:10][CH:11]=1)[C:5]([O-:7])=O.[CH:12]1([NH2:15])[CH2:14][CH2:13]1, predict the reaction product. The product is: [CH:12]1([NH:15][C:5](=[O:7])[C:4]2[CH:8]=[CH:9][CH:10]=[CH:11][C:3]=2[OH:2])[CH2:14][CH2:13]1. (3) Given the reactants [C:1]([O:4][C@@H:5]1[C@@H:10]([O:11][C:12](=[O:14])[CH3:13])[C@H:9]([O:15][C:16](=[O:18])[CH3:17])[C@@H:8]([O:19][CH3:20])[O:7][C@H:6]1[C:21]1[CH:26]=[CH:25][C:24]([Cl:27])=[C:23]([CH2:28][C:29]2[CH:34]=[CH:33][C:32](OS(C(F)(F)F)(=O)=O)=[CH:31][CH:30]=2)[CH:22]=1)(=[O:3])[CH3:2].[CH3:43][N:44](C=O)C, predict the reaction product. The product is: [C:1]([O:4][C@@H:5]1[C@@H:10]([O:11][C:12](=[O:14])[CH3:13])[C@H:9]([O:15][C:16](=[O:18])[CH3:17])[C@@H:8]([O:19][CH3:20])[O:7][C@H:6]1[C:21]1[CH:26]=[CH:25][C:24]([Cl:27])=[C:23]([CH2:28][C:29]2[CH:34]=[CH:33][C:32]([C:43]#[N:44])=[CH:31][CH:30]=2)[CH:22]=1)(=[O:3])[CH3:2]. (4) Given the reactants [Cl:1][CH2:2][CH2:3][N:4]=[C:5]=[O:6].[CH2:7]([NH2:11])[CH2:8][C:9]#[CH:10], predict the reaction product. The product is: [CH2:7]([NH:11][C:5]([NH:4][CH2:3][CH2:2][Cl:1])=[O:6])[CH2:8][C:9]#[CH:10]. (5) Given the reactants [OH:1][C:2]1[CH:9]=[CH:8][C:5]([CH:6]=[O:7])=[CH:4][CH:3]=1.C(=O)([O-])[O-].[Cs+].[Cs+].[CH:16]1(Br)[CH2:19][CH2:18][CH2:17]1.[OH-].[Na+], predict the reaction product. The product is: [CH:16]1([O:1][C:2]2[CH:9]=[CH:8][C:5]([CH:6]=[O:7])=[CH:4][CH:3]=2)[CH2:19][CH2:18][CH2:17]1. (6) Given the reactants [CH2:1]([C:4]1[S:28][C:7]2[N:8]=[C:9]([C:25]([OH:27])=O)[N:10]=[C:11]([N:12]3[CH2:17][CH2:16][N:15]4[C:18]([C:21]([F:24])([F:23])[F:22])=[N:19][N:20]=[C:14]4[CH2:13]3)[C:6]=2[CH:5]=1)[CH2:2][CH3:3].[Cl-].[NH4+].C(Cl)CCl.C1C=CC2N(O)N=[N:41]C=2C=1.C(N(C(C)C)CC)(C)C, predict the reaction product. The product is: [CH2:1]([C:4]1[S:28][C:7]2[N:8]=[C:9]([C:25]([NH2:41])=[O:27])[N:10]=[C:11]([N:12]3[CH2:17][CH2:16][N:15]4[C:18]([C:21]([F:22])([F:23])[F:24])=[N:19][N:20]=[C:14]4[CH2:13]3)[C:6]=2[CH:5]=1)[CH2:2][CH3:3]. (7) Given the reactants [CH3:1][C:2]1([CH3:21])[CH:11]=[C:10]([CH3:12])[C:9]2[C:4](=[CH:5][CH:6]=[C:7](OS(C(F)(F)F)(=O)=O)[CH:8]=2)[NH:3]1.C1(C2C=CC=CC=2)C=CC=CC=1C1C=C2C(=CC=1)NC(C)(C)C=C2C[S:41][CH2:42][CH2:43][C:44]1[CH:49]=CC=CC=1.C1(C2C=CC=CC=2)C(B(O)O)=CC=CC=1.[C:71]1([CH2:77][CH2:78][SH:79])C=CC=CC=1, predict the reaction product. The product is: [CH2:78]([S:79][CH2:12][C:10]1[C:9]2[C:4](=[CH:5][CH:6]=[C:7]([C:44]3[CH:43]=[CH:42][S:41][CH:49]=3)[CH:8]=2)[NH:3][C:2]([CH3:1])([CH3:21])[CH:11]=1)[CH:77]=[CH2:71]. (8) Given the reactants [CH3:1][O:2][C:3]1[C:8]2[O:9][CH2:10][CH2:11][O:12][C:7]=2[C:6]([C:13]2([CH2:23][CH2:24][C:25]([O:27][CH2:28][CH3:29])=[O:26])[CH2:22][CH2:21][C:16]3(OCC[O:17]3)[CH2:15][CH2:14]2)=[CH:5][CH:4]=1.Cl.C(=O)(O)[O-].[Na+], predict the reaction product. The product is: [CH3:1][O:2][C:3]1[C:8]2[O:9][CH2:10][CH2:11][O:12][C:7]=2[C:6]([C:13]2([CH2:23][CH2:24][C:25]([O:27][CH2:28][CH3:29])=[O:26])[CH2:14][CH2:15][C:16](=[O:17])[CH2:21][CH2:22]2)=[CH:5][CH:4]=1. (9) Given the reactants Cl[C:2]1[N:7]=[CH:6][CH:5]=[CH:4][N:3]=1.[CH3:8][NH:9][CH2:10][CH2:11][OH:12].O, predict the reaction product. The product is: [CH3:8][N:9]([CH2:10][CH2:11][OH:12])[C:2]1[N:7]=[CH:6][CH:5]=[CH:4][N:3]=1. (10) Given the reactants [CH:1]([N:4]1[C:9](=[O:10])[CH:8]=[CH:7][C:6]([CH:11]([NH:20][C:21](=[O:24])[O:22]C)[C:12](=O)[C:13]2[CH:18]=[CH:17][CH:16]=[CH:15][CH:14]=2)=[N:5]1)([CH3:3])[CH3:2].[H-].[Na+].CC(O)=O.O, predict the reaction product. The product is: [CH:1]([N:4]1[C:9](=[O:10])[CH:8]=[CH:7][C:6]([C:11]2[NH:20][C:21](=[O:22])[O:24][C:12]=2[C:13]2[CH:18]=[CH:17][CH:16]=[CH:15][CH:14]=2)=[N:5]1)([CH3:2])[CH3:3].